This data is from Forward reaction prediction with 1.9M reactions from USPTO patents (1976-2016). The task is: Predict the product of the given reaction. (1) The product is: [CH3:13][C:12]([CH3:15])([CH3:14])[C:11]([NH:10][C:3]1[C:2](/[C:19](/[CH3:20])=[CH:18]/[C:17]([O:22][CH2:23][CH3:24])=[O:21])=[CH:7][CH:6]=[C:5]([O:8][CH3:9])[N:4]=1)=[O:16]. Given the reactants Br[C:2]1[C:3]([NH:10][C:11](=[O:16])[C:12]([CH3:15])([CH3:14])[CH3:13])=[N:4][C:5]([O:8][CH3:9])=[CH:6][CH:7]=1.[C:17]([O:22][CH2:23][CH3:24])(=[O:21])/[CH:18]=[CH:19]/[CH3:20].C1(N(C2CCCCC2)C)CCCCC1, predict the reaction product. (2) The product is: [CH2:1]([O:3][C:4]([N:6]1[CH2:11][CH2:10][CH:9]([C:12]2[C:20]3[C:15](=[CH:16][CH:17]=[C:18]([O:21][CH3:22])[CH:19]=3)[N:14]([CH2:24][C:25]3[CH:29]=[CH:28][S:27][CH:26]=3)[CH:13]=2)[CH2:8][CH2:7]1)=[O:5])[CH3:2]. Given the reactants [CH2:1]([O:3][C:4]([N:6]1[CH2:11][CH2:10][CH:9]([C:12]2[C:20]3[C:15](=[CH:16][CH:17]=[C:18]([O:21][CH3:22])[CH:19]=3)[NH:14][CH:13]=2)[CH2:8][CH2:7]1)=[O:5])[CH3:2].Br[CH2:24][C:25]1[CH:29]=[CH:28][S:27][CH:26]=1, predict the reaction product.